Dataset: Reaction yield outcomes from USPTO patents with 853,638 reactions. Task: Predict the reaction yield, written as a fraction of the theoretical maximum amount of product (1.0 means a 100% yield; for example, 0.34 means a 34% yield). (1) The reactants are [H-].[Na+].[C:3](#[N:7])[CH2:4][C:5]#[N:6].I[C:9]1[CH:14]=[CH:13][C:12]([CH:15]=[CH2:16])=[CH:11][CH:10]=1.Cl. The catalyst is COCCOC.C1COCC1. The product is [CH:15]([C:12]1[CH:13]=[CH:14][C:9]([CH:4]([C:3]#[N:7])[C:5]#[N:6])=[CH:10][CH:11]=1)=[CH2:16]. The yield is 0.718. (2) The yield is 0.410. The product is [C:20]([C:17]1[S:16][C:15]([C:13]([NH:12][CH:8]([C:5]2[CH:6]=[CH:7][C:2]([B:32]3[O:33][C:34]([CH3:36])([CH3:35])[C:30]([CH3:46])([CH3:29])[O:31]3)=[CH:3][CH:4]=2)[C:9]([O:11][CH3:24])=[O:10])=[O:14])=[CH:19][CH:18]=1)([CH3:23])([CH3:22])[CH3:21]. The catalyst is CS(C)=O. The reactants are Br[C:2]1[CH:7]=[CH:6][C:5]([CH:8]([NH:12][C:13]([C:15]2[S:16][C:17]([C:20]([CH3:23])([CH3:22])[CH3:21])=[CH:18][CH:19]=2)=[O:14])[C:9]([O-:11])=[O:10])=[CH:4][CH:3]=1.[CH3:24]C([O-])=O.[K+].[CH3:29][C:30]1([CH3:46])[C:34]([CH3:36])([CH3:35])[O:33][B:32]([B:32]2[O:33][C:34]([CH3:36])([CH3:35])[C:30]([CH3:46])([CH3:29])[O:31]2)[O:31]1. (3) The reactants are C(OC([NH:6][C:7]([NH2:9])=S)=O)C.[CH3:10][O:11][C:12]1[CH:13]=[CH:14][C:15]([NH2:18])=[N:16][CH:17]=1.Cl.NO.CCN(C(C)C)C(C)C. The catalyst is C(O)C.CO. The product is [CH3:10][O:11][C:12]1[CH:13]=[CH:14][C:15]2[N:16]([N:6]=[C:7]([NH2:9])[N:18]=2)[CH:17]=1. The yield is 0.830.